From a dataset of Forward reaction prediction with 1.9M reactions from USPTO patents (1976-2016). Predict the product of the given reaction. Given the reactants [N+:1]([C:4]1[CH:5]=[C:6]([CH:9]=[CH:10][CH:11]=1)[CH:7]=O)([O-:3])=[O:2].[CH3:12][NH2:13], predict the reaction product. The product is: [CH3:12][N:13]=[CH:7][C:6]1[CH:9]=[CH:10][CH:11]=[C:4]([N+:1]([O-:3])=[O:2])[CH:5]=1.